This data is from Full USPTO retrosynthesis dataset with 1.9M reactions from patents (1976-2016). The task is: Predict the reactants needed to synthesize the given product. (1) Given the product [N:20]1([CH2:1][CH:3]2[CH2:8][CH2:7][N:6]([C:9]([O:11][C:12]([CH3:15])([CH3:14])[CH3:13])=[O:10])[CH2:5][CH2:4]2)[CH2:25][CH2:24][CH2:23][CH2:22][CH2:21]1, predict the reactants needed to synthesize it. The reactants are: [CH:1]([CH:3]1[CH2:8][CH2:7][N:6]([C:9]([O:11][C:12]([CH3:15])([CH3:14])[CH3:13])=[O:10])[CH2:5][CH2:4]1)=O.CC(O)=O.[NH:20]1[CH2:25][CH2:24][CH2:23][CH2:22][CH2:21]1.C(O[BH-](OC(=O)C)OC(=O)C)(=O)C.[Na+]. (2) The reactants are: [Cl:1][C:2]1[CH:24]=[CH:23][C:5]([CH2:6][NH:7][C:8]([C:10]2[C:11](=[O:22])[C:12]3[CH:19]=[C:18]([CH2:20]O)[S:17][C:13]=3[N:14]([CH3:16])[CH:15]=2)=[O:9])=[CH:4][CH:3]=1.N1C(C)=CC(C)=CC=1C.CS(Cl)(=O)=O.[CH3:39][NH:40][CH2:41][CH:42]([OH:49])[C:43]1[CH:48]=[CH:47][CH:46]=[CH:45][CH:44]=1. Given the product [Cl:1][C:2]1[CH:24]=[CH:23][C:5]([CH2:6][NH:7][C:8]([C:10]2[C:11](=[O:22])[C:12]3[CH:19]=[C:18]([CH2:20][N:40]([CH2:41][CH:42]([OH:49])[C:43]4[CH:48]=[CH:47][CH:46]=[CH:45][CH:44]=4)[CH3:39])[S:17][C:13]=3[N:14]([CH3:16])[CH:15]=2)=[O:9])=[CH:4][CH:3]=1, predict the reactants needed to synthesize it. (3) Given the product [CH3:1][O:2][C:3]1[CH:4]=[C:5]([NH:11][C:12]2[C:13]3[N:29]=[CH:28][S:27][C:14]=3[N:15]=[C:16]([N:18]3[CH2:22][CH2:21][CH:20]([C:23]([OH:25])=[O:24])[CH2:19]3)[N:17]=2)[CH:6]=[CH:7][C:8]=1[O:9][CH3:10], predict the reactants needed to synthesize it. The reactants are: [CH3:1][O:2][C:3]1[CH:4]=[C:5]([NH:11][C:12]2[C:13]3[N:29]=[CH:28][S:27][C:14]=3[N:15]=[C:16]([N:18]3[CH2:22][CH2:21][CH:20]([C:23]([O:25]C)=[O:24])[CH2:19]3)[N:17]=2)[CH:6]=[CH:7][C:8]=1[O:9][CH3:10].[OH-].[Na+]. (4) Given the product [OH:24][C:17]1[CH:18]=[C:19]([O:22][CH3:23])[CH:20]=[CH:21][C:16]=1[C:14]1[N:15]=[C:11]([CH2:10][CH2:9][CH2:8][CH2:7][C:6]([OH:25])=[O:5])[S:12][CH:13]=1, predict the reactants needed to synthesize it. The reactants are: O[Li].O.C[O:5][C:6](=[O:25])[CH2:7][CH2:8][CH2:9][CH2:10][C:11]1[S:12][CH:13]=[C:14]([C:16]2[CH:21]=[CH:20][C:19]([O:22][CH3:23])=[CH:18][C:17]=2[OH:24])[N:15]=1.Cl. (5) Given the product [C:1]([O:5][C:6]([N:8]1[CH2:13][CH2:12][CH:11]([CH:14]2[O:23][C:17]3=[CH:18][N:19]=[C:20]([C:29]4[CH:34]=[CH:33][N:32]=[N:31][CH:30]=4)[CH:21]=[C:16]3[CH2:15]2)[CH2:10][CH2:9]1)=[O:7])([CH3:4])([CH3:3])[CH3:2], predict the reactants needed to synthesize it. The reactants are: [C:1]([O:5][C:6]([N:8]1[CH2:13][CH2:12][CH:11]([CH:14]2[O:23][C:17]3=[CH:18][N:19]=[C:20](Cl)[CH:21]=[C:16]3[CH2:15]2)[CH2:10][CH2:9]1)=[O:7])([CH3:4])([CH3:3])[CH3:2].C([Sn](CCCC)(CCCC)[C:29]1[CH:34]=[CH:33][N:32]=[N:31][CH:30]=1)CCC. (6) Given the product [Cl:37][C:34]1[CH:35]=[CH:36][C:31]([C:24]2[CH:23]=[C:22]3[C:27](=[CH:26][CH:25]=2)[N:28]=[CH:38][N:19]([C:7]2[CH:8]=[CH:9][C:10]([O:11][CH2:12][CH2:13][N:14]4[CH2:18][CH2:17][CH2:16][CH2:15]4)=[C:5]([O:4][CH3:3])[CH:6]=2)[C:20]3=[O:21])=[CH:32][CH:33]=1, predict the reactants needed to synthesize it. The reactants are: [Cl-].[NH4+].[CH3:3][O:4][C:5]1[CH:6]=[C:7]([NH:19][C:20]([C:22]2[CH:23]=[C:24]([C:31]3[CH:36]=[CH:35][C:34]([Cl:37])=[CH:33][CH:32]=3)[CH:25]=[CH:26][C:27]=2[N+:28]([O-])=O)=[O:21])[CH:8]=[CH:9][C:10]=1[O:11][CH2:12][CH2:13][N:14]1[CH2:18][CH2:17][CH2:16][CH2:15]1.[CH2:38]1CCN2C(=NCCC2)CC1.